Dataset: Full USPTO retrosynthesis dataset with 1.9M reactions from patents (1976-2016). Task: Predict the reactants needed to synthesize the given product. Given the product [C:13]([CH2:12][CH2:11][NH:10][C:9](=[O:18])[NH:8][C@@H:7]([CH2:6][S:5][CH2:4]/[CH:3]=[C:2](\[CH3:1])/[CH2:22][CH2:23]/[CH:24]=[C:25](\[CH3:32])/[CH2:26][CH2:27][CH:28]=[C:29]([CH3:30])[CH3:31])[C:19]([OH:21])=[O:20])([OH:17])=[O:14], predict the reactants needed to synthesize it. The reactants are: [CH3:1]/[C:2](/[CH2:22][CH2:23]/[CH:24]=[C:25](\[CH3:32])/[CH2:26][CH2:27][CH:28]=[C:29]([CH3:31])[CH3:30])=[CH:3]\[CH2:4][S:5][CH2:6][C@@H:7]([C:19]([OH:21])=[O:20])[NH:8][C:9](=[O:18])[NH:10][CH2:11][CH2:12][C:13](=[O:17])[O:14]CC.[Li+].[OH-].C(OCC)(=O)C.Cl.